Dataset: Catalyst prediction with 721,799 reactions and 888 catalyst types from USPTO. Task: Predict which catalyst facilitates the given reaction. (1) Reactant: [CH:1]1([C:7]2[C:15]3[CH:14]=[CH:13][C:12]([C:16]([O:18]C)=[O:17])=[CH:11][C:10]=3[N:9]3[CH2:20][CH2:21][CH2:22][N:23]4[CH:27]=[CH:26][CH:25]=[C:24]4[C:8]=23)[CH2:6][CH2:5][CH2:4][CH2:3][CH2:2]1.[OH-].[Na+].Cl.O. Product: [CH:1]1([C:7]2[C:15]3[CH:14]=[CH:13][C:12]([C:16]([OH:18])=[O:17])=[CH:11][C:10]=3[N:9]3[CH2:20][CH2:21][CH2:22][N:23]4[CH:27]=[CH:26][CH:25]=[C:24]4[C:8]=23)[CH2:6][CH2:5][CH2:4][CH2:3][CH2:2]1. The catalyst class is: 83. (2) Reactant: [Cl:1][C:2]1[CH:9]=[CH:8][C:5]([CH2:6][NH2:7])=[CH:4][CH:3]=1.C[O:11][C:12](=O)[C:13]1[C:18]([I:19])=[CH:17][C:16]([F:20])=[CH:15][C:14]=1[CH2:21]Br.C([O-])([O-])=O.[K+].[K+]. Product: [F:20][C:16]1[CH:15]=[C:14]2[C:13](=[C:18]([I:19])[CH:17]=1)[C:12](=[O:11])[N:7]([CH2:6][C:5]1[CH:8]=[CH:9][C:2]([Cl:1])=[CH:3][CH:4]=1)[CH2:21]2. The catalyst class is: 11. (3) Reactant: CS([O:5][CH2:6][C:7]1[CH:12]=[CH:11][N:10]([C:13]2[CH:21]=[CH:20][C:19]3[C:15](=[C:16]([CH3:23])[N:17]([CH3:22])[N:18]=3)[CH:14]=2)[C:9](=[O:24])[CH:8]=1)(=O)=O.[Cl:25][C:26]1[CH:31]=[CH:30][C:29](O)=[CH:28][CH:27]=1.C(=O)([O-])[O-].[K+].[K+]. Product: [Cl:25][C:26]1[CH:31]=[CH:30][C:29]([O:5][CH2:6][C:7]2[CH:12]=[CH:11][N:10]([C:13]3[CH:21]=[CH:20][C:19]4[C:15](=[C:16]([CH3:23])[N:17]([CH3:22])[N:18]=4)[CH:14]=3)[C:9](=[O:24])[CH:8]=2)=[CH:28][CH:27]=1. The catalyst class is: 9. (4) Reactant: I[C:2]1[C:10]2[S:9][C:8]([CH2:11][O:12][CH3:13])=[N:7][C:6]=2[CH:5]=[CH:4][CH:3]=1.[B:14]1([B:14]2[O:18][C:17]([CH3:20])([CH3:19])[C:16]([CH3:22])([CH3:21])[O:15]2)[O:18][C:17]([CH3:20])([CH3:19])[C:16]([CH3:22])([CH3:21])[O:15]1.C([O-])(=O)C.[K+]. Product: [CH3:13][O:12][CH2:11][C:8]1[S:9][C:10]2[C:2]([B:14]3[O:18][C:17]([CH3:20])([CH3:19])[C:16]([CH3:22])([CH3:21])[O:15]3)=[CH:3][CH:4]=[CH:5][C:6]=2[N:7]=1. The catalyst class is: 225. (5) Reactant: [F:1][C:2]1[CH:7]=[CH:6][C:5]([C:8](=[O:19])[CH2:9][C:10](=[NH:18])[NH:11][C:12]2[CH:17]=[CH:16][CH:15]=[CH:14][CH:13]=2)=[CH:4][CH:3]=1.[C:20](OC)(=[O:23])[C:21]#[CH:22]. Product: [NH2:18][C:10]1[N:11]([C:12]2[CH:13]=[CH:14][CH:15]=[CH:16][CH:17]=2)[C:20](=[O:23])[CH:21]=[CH:22][C:9]=1[C:8](=[O:19])[C:5]1[CH:6]=[CH:7][C:2]([F:1])=[CH:3][CH:4]=1. The catalyst class is: 5. (6) Reactant: [CH:1]1([NH:4][C:5]([CH:7]2[CH2:10][CH:9]([CH2:11][CH:12]([CH3:14])[CH3:13])[CH2:8]2)=O)[CH2:3][CH2:2]1.COC1C=CC(P2(SP(C3C=CC(OC)=CC=3)(=S)S2)=[S:24])=CC=1. Product: [CH:1]1([NH:4][C:5]([CH:7]2[CH2:10][CH:9]([CH2:11][CH:12]([CH3:14])[CH3:13])[CH2:8]2)=[S:24])[CH2:3][CH2:2]1. The catalyst class is: 7.